Task: Predict the reactants needed to synthesize the given product.. Dataset: Full USPTO retrosynthesis dataset with 1.9M reactions from patents (1976-2016) (1) Given the product [F:1][C:2]1[CH:3]=[CH:4][C:5]([C:10]2[CH:11]=[N:12][C:13]3[N:14]([CH:16]=[C:17]([CH2:19][O:20][C:21]4[CH:26]=[CH:25][CH:24]=[CH:23][N:22]=4)[N:18]=3)[CH:15]=2)=[C:6]([CH2:8][F:33])[CH:7]=1, predict the reactants needed to synthesize it. The reactants are: [F:1][C:2]1[CH:3]=[CH:4][C:5]([C:10]2[CH:11]=[N:12][C:13]3[N:14]([CH:16]=[C:17]([CH2:19][O:20][C:21]4[CH:26]=[CH:25][CH:24]=[CH:23][N:22]=4)[N:18]=3)[CH:15]=2)=[C:6]([CH2:8]O)[CH:7]=1.C(N(S(F)(F)[F:33])CC)C.[Cl-].[NH4+]. (2) Given the product [CH3:12][O:11][C:8]1[C:9]([CH3:10])=[C:2]2[C:3]([CH:4]=[C:16]([C:17]([O:19][CH2:20][CH3:21])=[O:18])[CH:15]([C:14]([F:13])([F:23])[F:22])[O:1]2)=[CH:6][CH:7]=1, predict the reactants needed to synthesize it. The reactants are: [OH:1][C:2]1[C:9]([CH3:10])=[C:8]([O:11][CH3:12])[CH:7]=[CH:6][C:3]=1[CH:4]=O.[F:13][C:14]([F:23])([F:22])/[CH:15]=[CH:16]/[C:17]([O:19][CH2:20][CH3:21])=[O:18].C([O-])([O-])=O.[K+].[K+]. (3) Given the product [CH3:1][O:2][C:3]([C:5]1[S:6][C:7]([C:14](=[O:16])[NH:68][CH2:67][C:66]2[CH:69]=[CH:70][CH:71]=[C:64]([O:63][Si:62]([C:58]([CH3:61])([CH3:60])[CH3:59])([CH3:72])[CH3:73])[CH:65]=2)=[CH:8][C:9]=1[C:10]([F:11])([F:12])[F:13])=[O:4], predict the reactants needed to synthesize it. The reactants are: [CH3:1][O:2][C:3]([C:5]1[S:6][C:7]([C:14]([OH:16])=O)=[CH:8][C:9]=1[C:10]([F:13])([F:12])[F:11])=[O:4].C(N(CC)CC)C.CN(C(ON1N=NC2C=CC=CC1=2)=[N+](C)C)C.F[P-](F)(F)(F)(F)F.C1C=CC2N(O)N=NC=2C=1.[C:58]([Si:62]([CH3:73])([CH3:72])[O:63][C:64]1[CH:65]=[C:66]([CH:69]=[CH:70][CH:71]=1)[CH2:67][NH2:68])([CH3:61])([CH3:60])[CH3:59]. (4) Given the product [F:16][CH:17]([F:21])[CH2:18][CH2:19][NH:20][C:2]1[N:3]=[CH:4][C:5]([C:11]([F:14])([F:13])[F:12])=[CH:6][C:7]=1[C:8]([OH:10])=[O:9], predict the reactants needed to synthesize it. The reactants are: Cl[C:2]1[C:7]([C:8]([OH:10])=[O:9])=[CH:6][C:5]([C:11]([F:14])([F:13])[F:12])=[CH:4][N:3]=1.Cl.[F:16][CH:17]([F:21])[CH2:18][CH2:19][NH2:20].C(=O)([O-])[O-].[K+].[K+].CN(C=O)C. (5) Given the product [CH3:20][N:18]1[CH:19]=[C:15]([N:14]2[C:5]3[C:4]4[CH:3]=[C:2]([C:34]5[CH:33]=[N:32][C:31]([N:28]6[CH2:27][CH2:26][N:25]([CH3:24])[CH2:30][CH2:29]6)=[CH:36][CH:35]=5)[CH:11]=[CH:10][C:9]=4[N:8]=[CH:7][C:6]=3[N:12]([CH3:23])[C:13]2=[O:22])[C:16]([CH3:21])=[N:17]1, predict the reactants needed to synthesize it. The reactants are: Br[C:2]1[CH:11]=[CH:10][C:9]2[N:8]=[CH:7][C:6]3[N:12]([CH3:23])[C:13](=[O:22])[N:14]([C:15]4[C:16]([CH3:21])=[N:17][N:18]([CH3:20])[CH:19]=4)[C:5]=3[C:4]=2[CH:3]=1.[CH3:24][N:25]1[CH2:30][CH2:29][N:28]([C:31]2[CH:36]=[CH:35][C:34](B3OC(C)(C)C(C)(C)O3)=[CH:33][N:32]=2)[CH2:27][CH2:26]1. (6) Given the product [CH3:37][S:38]([O:27][CH:25]([C:23]1[N:22]=[CH:21][N:20]([C:1]([C:14]2[CH:15]=[CH:16][CH:17]=[CH:18][CH:19]=2)([C:8]2[CH:9]=[CH:10][CH:11]=[CH:12][CH:13]=2)[C:2]2[CH:7]=[CH:6][CH:5]=[CH:4][CH:3]=2)[CH:24]=1)[CH3:26])(=[O:40])=[O:39], predict the reactants needed to synthesize it. The reactants are: [C:1]([N:20]1[CH:24]=[C:23]([CH:25]([OH:27])[CH3:26])[N:22]=[CH:21]1)([C:14]1[CH:19]=[CH:18][CH:17]=[CH:16][CH:15]=1)([C:8]1[CH:13]=[CH:12][CH:11]=[CH:10][CH:9]=1)[C:2]1[CH:7]=[CH:6][CH:5]=[CH:4][CH:3]=1.C(N(C(C)C)CC)(C)C.[CH3:37][S:38](Cl)(=[O:40])=[O:39].CCOC(C)=O.[Cl-].[Na+].O. (7) Given the product [CH3:3][CH:2]([C:1]1[N:26]=[C:25]([C:22]2[CH:21]=[CH:20][C:19]([C:18]([F:28])([F:17])[F:29])=[CH:24][CH:23]=2)[S:27][C:6]=1[C:7]([O:9][CH2:10][CH3:11])=[O:8])[CH3:4], predict the reactants needed to synthesize it. The reactants are: [C:1]([CH2:6][C:7]([O:9][CH2:10][CH3:11])=[O:8])(=O)[CH:2]([CH3:4])[CH3:3].S(Cl)(Cl)(=O)=O.[F:17][C:18]([F:29])([F:28])[C:19]1[CH:24]=[CH:23][C:22]([C:25](=[S:27])[NH2:26])=[CH:21][CH:20]=1. (8) Given the product [Cl:9][C:10]1[CH:17]=[CH:16][C:13]([CH2:14][O:8][C:4]2[N:3]=[CH:2][NH:1][C:6](=[O:7])[CH:5]=2)=[CH:12][CH:11]=1, predict the reactants needed to synthesize it. The reactants are: [N:1]1[C:6]([OH:7])=[CH:5][C:4]([OH:8])=[N:3][CH:2]=1.[Cl:9][C:10]1[CH:17]=[CH:16][C:13]([CH2:14]Br)=[CH:12][CH:11]=1. (9) Given the product [Br:42][C:43]1[CH:48]=[CH:47][C:46]2[NH:49][C:18]([C:9]3([NH:8][C:1](=[O:2])[O:3][C:4]([CH3:7])([CH3:6])[CH3:5])[CH2:17][C:16]4[C:11](=[CH:12][CH:13]=[CH:14][CH:15]=4)[CH2:10]3)=[N:50][C:45]=2[CH:44]=1, predict the reactants needed to synthesize it. The reactants are: [C:1]([NH:8][C:9]1([C:18](O)=O)[CH2:17][C:16]2[C:11](=[CH:12][CH:13]=[CH:14][CH:15]=2)[CH2:10]1)([O:3][C:4]([CH3:7])([CH3:6])[CH3:5])=[O:2].CN1CCOCC1.ClC(OC(C)C)=O.C1(C)C=CC=CC=1.[Br:42][C:43]1[CH:44]=[C:45]([NH2:50])[C:46]([NH2:49])=[CH:47][CH:48]=1.C(O)(=O)C. (10) Given the product [ClH:20].[CH3:22][O:5][C:3](=[O:4])[C@@H:2]1[CH2:6][C:7]([CH3:10])([CH3:9])[CH2:8][NH:1]1, predict the reactants needed to synthesize it. The reactants are: [N:1]1(C(OC(C)(C)C)=O)[CH2:8][C:7]([CH3:10])([CH3:9])[CH2:6][C@H:2]1[C:3]([OH:5])=[O:4].S(Cl)([Cl:20])=O.[CH3:22]O.